From a dataset of NCI-60 drug combinations with 297,098 pairs across 59 cell lines. Regression. Given two drug SMILES strings and cell line genomic features, predict the synergy score measuring deviation from expected non-interaction effect. (1) Drug 1: CC1=C(C=C(C=C1)NC(=O)C2=CC=C(C=C2)CN3CCN(CC3)C)NC4=NC=CC(=N4)C5=CN=CC=C5. Drug 2: COC1=C2C(=CC3=C1OC=C3)C=CC(=O)O2. Cell line: UACC62. Synergy scores: CSS=-1.39, Synergy_ZIP=1.07, Synergy_Bliss=0.905, Synergy_Loewe=-0.259, Synergy_HSA=-0.409. (2) Drug 1: CNC(=O)C1=CC=CC=C1SC2=CC3=C(C=C2)C(=NN3)C=CC4=CC=CC=N4. Drug 2: CC1=C(C(CCC1)(C)C)C=CC(=CC=CC(=CC(=O)O)C)C. Cell line: NCI-H522. Synergy scores: CSS=20.5, Synergy_ZIP=0.0298, Synergy_Bliss=5.57, Synergy_Loewe=6.74, Synergy_HSA=6.55. (3) Drug 1: CN(CC1=CN=C2C(=N1)C(=NC(=N2)N)N)C3=CC=C(C=C3)C(=O)NC(CCC(=O)O)C(=O)O. Drug 2: B(C(CC(C)C)NC(=O)C(CC1=CC=CC=C1)NC(=O)C2=NC=CN=C2)(O)O. Cell line: A549. Synergy scores: CSS=51.9, Synergy_ZIP=-4.53, Synergy_Bliss=-6.98, Synergy_Loewe=-8.38, Synergy_HSA=-3.15. (4) Drug 1: CC(C)NC(=O)C1=CC=C(C=C1)CNNC.Cl. Drug 2: CC(C)CN1C=NC2=C1C3=CC=CC=C3N=C2N. Cell line: MOLT-4. Synergy scores: CSS=-2.95, Synergy_ZIP=0.757, Synergy_Bliss=0.252, Synergy_Loewe=-4.48, Synergy_HSA=-4.48.